This data is from Catalyst prediction with 721,799 reactions and 888 catalyst types from USPTO. The task is: Predict which catalyst facilitates the given reaction. (1) Reactant: [N+:1]([C:4]1C=[CH:12][CH:11]=[C:10]2[C:5]=1[CH:6]=CN=[C:9]2[NH:14][C:15]1[CH:20]=[CH:19][CH:18]=[C:17]([C:21]([F:24])([F:23])[F:22])[CH:16]=1)([O-])=O.[NH4+:25].[Cl-].[CH3:27][CH2:28]O.O. Product: [F:22][C:21]([F:24])([F:23])[C:17]1[CH:16]=[C:15]([NH:14][C:9]2[C:10]3[CH:11]=[CH:12][N:25]=[C:4]([NH2:1])[C:5]=3[CH:6]=[CH:27][CH:28]=2)[CH:20]=[CH:19][CH:18]=1. The catalyst class is: 292. (2) Reactant: [Br:1][C:2]1[CH:7]=[CH:6][C:5]2[C:8]3[C:9](=O)[NH:10][CH:11]=[C:12]([C:15]([NH2:17])=O)[C:13]=3[S:14][C:4]=2[CH:3]=1.O=P(Cl)(Cl)[Cl:21].C([O-])(O)=O.[Na+]. Product: [Br:1][C:2]1[CH:7]=[CH:6][C:5]2[C:8]3[C:9]([Cl:21])=[N:10][CH:11]=[C:12]([C:15]#[N:17])[C:13]=3[S:14][C:4]=2[CH:3]=1. The catalyst class is: 25. (3) Reactant: Br[C:2]1[CH:3]=[C:4]2[C:9](=[CH:10][CH:11]=1)[C:8](=[O:12])[NH:7][N:6]=[C:5]2[Cl:13].[F:14][C:15]([F:26])([F:25])[O:16][C:17]1[CH:24]=[CH:23][CH:22]=[CH:21][C:18]=1[CH2:19][NH2:20].C1C=CC(P(C2C(C3C(P(C4C=CC=CC=4)C4C=CC=CC=4)=CC=C4C=3C=CC=C4)=C3C(C=CC=C3)=CC=2)C2C=CC=CC=2)=CC=1.CC([O-])(C)C.[Na+]. Product: [Cl:13][C:5]1[C:4]2[C:9](=[CH:10][CH:11]=[C:2]([NH:20][CH2:19][C:18]3[CH:21]=[CH:22][CH:23]=[CH:24][C:17]=3[O:16][C:15]([F:14])([F:25])[F:26])[CH:3]=2)[C:8](=[O:12])[NH:7][N:6]=1. The catalyst class is: 686.